Predict the product of the given reaction. From a dataset of Forward reaction prediction with 1.9M reactions from USPTO patents (1976-2016). (1) Given the reactants N1C=CC=CC=1.[C:7]([N:14]1[CH2:21][C@H:20]([OH:22])[CH2:19][C@@H:15]1[C:16]([OH:18])=[O:17])([O:9][C:10]([CH3:13])([CH3:12])[CH3:11])=[O:8], predict the reaction product. The product is: [C:7]([N:14]1[CH2:21][C:20](=[O:22])[CH2:19][C@@H:15]1[C:16]([OH:18])=[O:17])([O:9][C:10]([CH3:13])([CH3:12])[CH3:11])=[O:8]. (2) Given the reactants [CH2:1]([C:3]1([C:16]([O:18]CC)=[O:17])[CH2:8][CH2:7][N:6]([C:9]([O:11][C:12]([CH3:15])([CH3:14])[CH3:13])=[O:10])[CH2:5][CH2:4]1)[CH3:2].[OH-].[K+].Cl, predict the reaction product. The product is: [C:12]([O:11][C:9]([N:6]1[CH2:7][CH2:8][C:3]([CH2:1][CH3:2])([C:16]([OH:18])=[O:17])[CH2:4][CH2:5]1)=[O:10])([CH3:15])([CH3:14])[CH3:13]. (3) Given the reactants [CH3:1][O:2][C:3]1[CH:4]=[C:5]2[C:10](=[CH:11][C:12]=1[O:13][CH2:14][CH:15]1[CH2:17][O:16]1)[N:9]=[CH:8][CH:7]=[C:6]2[O:18][C:19]1[CH:24]=[CH:23][C:22]([CH3:25])=[CH:21][C:20]=1[C:26]([C:28]1[CH:33]=[CH:32][CH:31]=[CH:30][CH:29]=1)=[O:27].[CH2:34]([NH:36][CH2:37][CH3:38])[CH3:35].O, predict the reaction product. The product is: [CH2:34]([N:36]([CH2:37][CH3:38])[CH2:17][CH:15]([OH:16])[CH2:14][O:13][C:12]1[CH:11]=[C:10]2[C:5]([C:6]([O:18][C:19]3[CH:24]=[CH:23][C:22]([CH3:25])=[CH:21][C:20]=3[C:26]([C:28]3[CH:29]=[CH:30][CH:31]=[CH:32][CH:33]=3)=[O:27])=[CH:7][CH:8]=[N:9]2)=[CH:4][C:3]=1[O:2][CH3:1])[CH3:35]. (4) Given the reactants [Br:1][C:2]1[CH:18]=[CH:17][C:5]([CH2:6][CH:7]2[C:12](=[O:13])[O:11][C:10]([CH3:15])([CH3:14])[O:9][C:8]2=[O:16])=[CH:4][CH:3]=1.IC.[C:21](=O)([O-])[O-].[K+].[K+], predict the reaction product. The product is: [Br:1][C:2]1[CH:3]=[CH:4][C:5]([CH2:6][C:7]2([CH3:21])[C:8](=[O:16])[O:9][C:10]([CH3:15])([CH3:14])[O:11][C:12]2=[O:13])=[CH:17][CH:18]=1. (5) Given the reactants [CH3:1][O:2][C:3]([C@H:5]1[CH2:9][C@@H:8]([O:10][CH3:11])[CH2:7][NH:6]1)=[O:4].C(N(CC)CC)C.[C:19](O[C:19]([O:21][C:22]([CH3:25])([CH3:24])[CH3:23])=[O:20])([O:21][C:22]([CH3:25])([CH3:24])[CH3:23])=[O:20].CN(C1C=CC=CN=1)C, predict the reaction product. The product is: [CH3:1][O:2][C:3]([C@H:5]1[CH2:9][C@@H:8]([O:10][CH3:11])[CH2:7][N:6]1[C:19]([O:21][C:22]([CH3:25])([CH3:24])[CH3:23])=[O:20])=[O:4]. (6) The product is: [Br:18][C:7]1[C:2]([Cl:1])=[C:3]([C:16]#[N:17])[C:4](=[O:15])[N:5]([C:8]2[CH:13]=[CH:12][CH:11]=[CH:10][C:9]=2[CH3:14])[CH:6]=1. Given the reactants [Cl:1][C:2]1[CH:7]=[CH:6][N:5]([C:8]2[CH:13]=[CH:12][CH:11]=[CH:10][C:9]=2[CH3:14])[C:4](=[O:15])[C:3]=1[C:16]#[N:17].[Br:18]N1C(=O)CCC1=O, predict the reaction product. (7) Given the reactants C=C.[CH2:3]=[CH:4]C.[CH2:6]=[CH:7][CH2:8][CH2:9][CH2:10][CH2:11][CH2:12][CH3:13], predict the reaction product. The product is: [CH2:3]=[CH2:4].[CH2:6]=[CH:7][CH3:8].[CH2:6]=[CH:7][CH2:8][CH2:9][CH2:10][CH2:11][CH2:12][CH3:13]. (8) Given the reactants [CH3:1][CH:2]([CH3:25])[CH2:3][C@H:4]([C:9](=[O:24])[NH:10][C@@H:11]([CH2:16][CH2:17][C:18]1[CH:23]=[CH:22][CH:21]=[CH:20][CH:19]=1)[C:12]([NH:14][CH3:15])=[O:13])[CH2:5][C:6]([OH:8])=O.C(Cl)CCl.C1C=CC2N(O)N=NC=2C=1.[O:40]1[CH2:45][CH2:44][CH2:43][CH2:42][CH:41]1[O:46][NH2:47].C(N(CC)CC)C, predict the reaction product. The product is: [CH2:3]([C@@H:4]([CH2:5][C:6]([NH:47][O:46][CH:41]1[CH2:42][CH2:43][CH2:44][CH2:45][O:40]1)=[O:8])[C:9]([NH:10][C@@H:11]([CH2:16][CH2:17][C:18]1[CH:23]=[CH:22][CH:21]=[CH:20][CH:19]=1)[C:12]([NH:14][CH3:15])=[O:13])=[O:24])[CH:2]([CH3:1])[CH3:25]. (9) The product is: [Cl:31][C:32]1[CH:37]=[CH:36][C:35]([CH2:38][S:39]([NH:42][C:28]([CH:25]2[CH2:24][CH2:23][N:22]([C:4]3[C:3]([C:1]#[N:2])=[CH:8][C:7]([C:9]([O:11][CH:12]([CH3:14])[CH3:13])=[O:10])=[C:6]([CH2:15][N:16]4[CH2:20][CH2:19][CH2:18][C:17]4=[O:21])[N:5]=3)[CH2:27][CH2:26]2)=[O:30])(=[O:41])=[O:40])=[C:34]([F:43])[CH:33]=1. Given the reactants [C:1]([C:3]1[C:4]([N:22]2[CH2:27][CH2:26][CH:25]([C:28]([OH:30])=O)[CH2:24][CH2:23]2)=[N:5][C:6]([CH2:15][N:16]2[CH2:20][CH2:19][CH2:18][C:17]2=[O:21])=[C:7]([C:9]([O:11][CH:12]([CH3:14])[CH3:13])=[O:10])[CH:8]=1)#[N:2].[Cl:31][C:32]1[CH:37]=[CH:36][C:35]([CH2:38][S:39]([NH2:42])(=[O:41])=[O:40])=[C:34]([F:43])[CH:33]=1, predict the reaction product.